This data is from Full USPTO retrosynthesis dataset with 1.9M reactions from patents (1976-2016). The task is: Predict the reactants needed to synthesize the given product. (1) The reactants are: [CH3:1][O:2][C:3]1[CH:4]=[C:5]([CH:15](O)[CH2:16][N+:17]([O-:19])=[O:18])[CH:6]=[CH:7][C:8]=1[C:9]1[CH:14]=[CH:13][CH:12]=[CH:11][N:10]=1.C(N(CC)CC)C.CS(Cl)(=O)=O. Given the product [CH3:1][O:2][C:3]1[CH:4]=[C:5](/[CH:15]=[CH:16]\[N+:17]([O-:19])=[O:18])[CH:6]=[CH:7][C:8]=1[C:9]1[CH:14]=[CH:13][CH:12]=[CH:11][N:10]=1, predict the reactants needed to synthesize it. (2) Given the product [CH2:1]([N:8]1[CH2:13][CH2:12][C@@H:11]([CH3:14])[C@@H:10]([NH:15][C:16]2[C:17]3[CH:28]=[CH:27][N:26]([CH2:29][O:30][CH2:31][CH2:32][Si:33]([CH3:35])([CH3:34])[CH3:36])[C:18]=3[N:19]=[CH:20][C:21]=2[C:22]#[C:23][Br:24])[CH2:9]1)[C:2]1[CH:7]=[CH:6][CH:5]=[CH:4][CH:3]=1, predict the reactants needed to synthesize it. The reactants are: [CH2:1]([N:8]1[CH2:13][CH2:12][C@@H:11]([CH3:14])[C@@H:10]([NH:15][C:16]2[C:17]3[CH:28]=[CH:27][N:26]([CH2:29][O:30][CH2:31][CH2:32][Si:33]([CH3:36])([CH3:35])[CH3:34])[C:18]=3[N:19]=[CH:20][C:21]=2[CH:22]=[C:23](Br)[Br:24])[CH2:9]1)[C:2]1[CH:7]=[CH:6][CH:5]=[CH:4][CH:3]=1.CS(C)=O.C1CCN2C(=NCCC2)CC1.Cl. (3) Given the product [F:10][C:8]1[CH:7]=[C:6]([C@H:11]([CH:16]2[CH2:19][N:18]([CH:20]([C:27]3[CH:32]=[CH:31][CH:30]=[CH:29][CH:28]=3)[C:21]3[CH:22]=[CH:23][CH:24]=[CH:25][CH:26]=3)[CH2:17]2)[C:38]([CH3:39])([OH:37])[CH3:1])[CH:5]=[C:4]([F:3])[CH:9]=1, predict the reactants needed to synthesize it. The reactants are: [CH3:1][Li].[F:3][C:4]1[CH:5]=[C:6]([CH:11]([CH:16]2[CH2:19][N:18]([CH:20]([C:27]3[CH:32]=[CH:31][CH:30]=[CH:29][CH:28]=3)[C:21]3[CH:26]=[CH:25][CH:24]=[CH:23][CH:22]=3)[CH2:17]2)C(OC)=O)[CH:7]=[C:8]([F:10])[CH:9]=1.CO.CC[O:37][CH2:38][CH3:39]. (4) Given the product [C:45]1([NH:51][C:6](=[O:5])[NH:8][C:9]2[CH:14]=[CH:13][C:12]([C:15]3[C:16]4[S:23][CH:22]=[C:21]([C:24]5[CH:29]=[CH:28][C:27]([CH2:30][C:31]([OH:33])=[O:32])=[CH:26][CH:25]=5)[C:17]=4[N:18]=[CH:19][N:20]=3)=[CH:11][CH:10]=2)[CH:50]=[CH:49][CH:48]=[CH:47][CH:46]=1, predict the reactants needed to synthesize it. The reactants are: C([O:5][C:6]([NH:8][C:9]1[CH:14]=[CH:13][C:12]([C:15]2[C:16]3[S:23][CH:22]=[C:21]([C:24]4[CH:29]=[CH:28][C:27]([CH2:30][C:31]([O:33]C)=[O:32])=[CH:26][CH:25]=4)[C:17]=3[N:18]=[CH:19][N:20]=2)=[CH:11][CH:10]=1)=O)(C)(C)C.ClCCl.FC(F)(F)C(O)=O.[C:45]1([N:51]=C=O)[CH:50]=[CH:49][CH:48]=[CH:47][CH:46]=1. (5) Given the product [ClH:8].[ClH:7].[F:46][C:17]([F:16])([F:45])[C:18]1[CH:19]=[C:20]([CH:38]=[C:39]([C:41]([F:42])([F:43])[F:44])[CH:40]=1)[C:21]([N:23]1[CH2:28][CH2:27][N:26]([CH2:9][C:10]2[CH:15]=[CH:14][CH:13]=[CH:12][N:11]=2)[CH2:25][C@H:24]1[CH2:29][C:30]1[CH:35]=[CH:34][C:33]([CH3:36])=[C:32]([CH3:37])[CH:31]=1)=[O:22], predict the reactants needed to synthesize it. The reactants are: C(=O)([O-])[O-].[K+].[K+].[ClH:7].[Cl:8][CH2:9][C:10]1[CH:15]=[CH:14][CH:13]=[CH:12][N:11]=1.[F:16][C:17]([F:46])([F:45])[C:18]1[CH:19]=[C:20]([CH:38]=[C:39]([C:41]([F:44])([F:43])[F:42])[CH:40]=1)[C:21]([N:23]1[CH2:28][CH2:27][NH:26][CH2:25][C@H:24]1[CH2:29][C:30]1[CH:35]=[CH:34][C:33]([CH3:36])=[C:32]([CH3:37])[CH:31]=1)=[O:22].O. (6) Given the product [Br:1][C:2]1[CH:7]=[CH:6][C:5]([C:8]2[N:9]=[C:10]([Cl:20])[C:11]3[CH2:16][CH2:15][CH2:14][C:12]=3[N:13]=2)=[CH:4][CH:3]=1, predict the reactants needed to synthesize it. The reactants are: [Br:1][C:2]1[CH:7]=[CH:6][C:5]([C:8]2[N:9]=[C:10](O)[C:11]3[CH2:16][CH2:15][CH2:14][C:12]=3[N:13]=2)=[CH:4][CH:3]=1.O=P(Cl)(Cl)[Cl:20].C(=O)([O-])[O-].[Na+].[Na+].C(=O)([O-])O.[Na+]. (7) Given the product [CH3:21][O:20][N:18]([CH3:19])[C:16](=[O:17])[CH2:15][NH:14][C:11]([C:2]1[CH:3]=[CH:4][C:5]2[C:10](=[CH:9][CH:8]=[CH:7][CH:6]=2)[CH:1]=1)=[O:13], predict the reactants needed to synthesize it. The reactants are: [CH:1]1[C:10]2[C:5](=[CH:6][CH:7]=[CH:8][CH:9]=2)[CH:4]=[CH:3][C:2]=1[C:11]([OH:13])=O.[NH2:14][CH2:15][C:16]([N:18]([O:20][CH3:21])[CH3:19])=[O:17].CCN(C(C)C)C(C)C.F[P-](F)(F)(F)(F)F.N1(O[P+](N(C)C)(N(C)C)N(C)C)C2C=CC=CC=2N=N1.C([O-])(O)=O.[Na+]. (8) Given the product [CH2:29]([NH:31][C:32](=[O:33])[NH:34][C:2]1[CH:7]=[C:6]([NH:8][C:9]2[CH:19]=[CH:18][C:12]([C:13]([O:15][CH2:16][CH3:17])=[O:14])=[CH:11][CH:10]=2)[C:5]([C:20](=[O:28])[NH:21][C:22]2[CH:23]=[N:24][CH:25]=[CH:26][CH:27]=2)=[CH:4][N:3]=1)[CH3:30], predict the reactants needed to synthesize it. The reactants are: Cl[C:2]1[CH:7]=[C:6]([NH:8][C:9]2[CH:19]=[CH:18][C:12]([C:13]([O:15][CH2:16][CH3:17])=[O:14])=[CH:11][CH:10]=2)[C:5]([C:20](=[O:28])[NH:21][C:22]2[CH:23]=[N:24][CH:25]=[CH:26][CH:27]=2)=[CH:4][N:3]=1.[CH2:29]([NH:31][C:32]([NH2:34])=[O:33])[CH3:30].CC(C)([O-])C.[Na+].CC(C1C=C(C(C)C)C(C2C=CC=CC=2P(C2CCCCC2)C2CCCCC2)=C(C(C)C)C=1)C.